From a dataset of Reaction yield outcomes from USPTO patents with 853,638 reactions. Predict the reaction yield, written as a fraction of the theoretical maximum amount of product (1.0 means a 100% yield; for example, 0.34 means a 34% yield). (1) The reactants are Cl.[NH2:2][C:3]1[C:4]2[C:14]([O:15][CH2:16][C:17]3([NH2:22])[CH2:21][CH2:20][CH2:19][CH2:18]3)=[CH:13][CH:12]=[CH:11][C:5]=2[NH:6][S:7](=[O:10])(=[O:9])[N:8]=1.[CH3:23][N:24]([CH3:34])[C:25]1[CH:26]=[C:27]([CH:31]=[CH:32][N:33]=1)[C:28](O)=[O:29]. No catalyst specified. The product is [NH2:2][C:3]1[C:4]2[C:14]([O:15][CH2:16][C:17]3([NH:22][C:28](=[O:29])[C:27]4[CH:31]=[CH:32][N:33]=[C:25]([N:24]([CH3:23])[CH3:34])[CH:26]=4)[CH2:21][CH2:20][CH2:19][CH2:18]3)=[CH:13][CH:12]=[CH:11][C:5]=2[NH:6][S:7](=[O:10])(=[O:9])[N:8]=1. The yield is 0.350. (2) The reactants are FC1C=CC(CBr)=CC=1.[F:10][C:11]([F:21])([F:20])[C:12]1[CH:19]=[CH:18][C:15]([CH2:16]Br)=[CH:14][CH:13]=1.[CH3:22][C:23]1[CH:27]=[C:26]([N:28]2[C:32](=[O:33])[NH:31][N:30]=[CH:29]2)[S:25][C:24]=1[C:34]([O:36][CH2:37][CH3:38])=[O:35]. No catalyst specified. The product is [CH3:22][C:23]1[CH:27]=[C:26]([N:28]2[C:32](=[O:33])[N:31]([CH2:16][C:15]3[CH:18]=[CH:19][C:12]([C:11]([F:21])([F:20])[F:10])=[CH:13][CH:14]=3)[N:30]=[CH:29]2)[S:25][C:24]=1[C:34]([O:36][CH2:37][CH3:38])=[O:35]. The yield is 0.940.